This data is from Catalyst prediction with 721,799 reactions and 888 catalyst types from USPTO. The task is: Predict which catalyst facilitates the given reaction. (1) Reactant: [Cl:1][C:2]1[CH:9]=[C:8]([OH:10])[CH:7]=[CH:6][C:3]=1[CH:4]=[O:5].C([O-])([O-])=O.[K+].[K+].F[C:18]1[CH:25]=[CH:24][C:21]([C:22]#[N:23])=[CH:20][CH:19]=1. Product: [Cl:1][C:2]1[CH:9]=[C:8]([CH:7]=[CH:6][C:3]=1[CH:4]=[O:5])[O:10][C:18]1[CH:25]=[CH:24][C:21]([C:22]#[N:23])=[CH:20][CH:19]=1. The catalyst class is: 3. (2) Reactant: [CH:1]([NH2:3])=O.[N+:4]([C:7]1[CH:8]=[C:9]([NH2:16])[C:10](=[CH:14][CH:15]=1)[C:11]([OH:13])=O)([O-:6])=[O:5]. Product: [N+:4]([C:7]1[CH:8]=[C:9]2[C:10]([C:11]([OH:13])=[N:3][CH:1]=[N:16]2)=[CH:14][CH:15]=1)([O-:6])=[O:5]. The catalyst class is: 6. (3) Reactant: Cl.[O:2]1[CH:6]=[CH:5][N:4]=[C:3]1[C:7](=[O:17])[CH2:8][CH2:9][CH2:10][CH:11]1[CH2:16][CH2:15][NH:14][CH2:13][CH2:12]1.C([O-])([O-])=O.[K+].[K+].Br[CH:25]([C:27]1[CH:32]=[CH:31][CH:30]=[CH:29][CH:28]=1)[CH3:26]. Product: [O:2]1[CH:6]=[CH:5][N:4]=[C:3]1[C:7](=[O:17])[CH2:8][CH2:9][CH2:10][CH:11]1[CH2:16][CH2:15][N:14]([CH:25]([C:27]2[CH:32]=[CH:31][CH:30]=[CH:29][CH:28]=2)[CH3:26])[CH2:13][CH2:12]1. The catalyst class is: 23. (4) Reactant: [N:1]([CH2:4][C:5]1[CH:6]=[CH:7][C:8]([C:11](=[O:16])[CH2:12][CH:13]([CH3:15])[CH3:14])=[N:9][CH:10]=1)=[N+]=[N-].[ClH:17]. Product: [ClH:17].[NH2:1][CH2:4][C:5]1[CH:6]=[CH:7][C:8]([CH:11]([OH:16])[CH2:12][CH:13]([CH3:14])[CH3:15])=[N:9][CH:10]=1. The catalyst class is: 29.